Dataset: Full USPTO retrosynthesis dataset with 1.9M reactions from patents (1976-2016). Task: Predict the reactants needed to synthesize the given product. (1) Given the product [CH3:1][O:2][C:3]1[CH:4]=[C:5]([CH:13]=[CH:14][C:15]=1[O:16][CH3:17])[CH2:6][O:7][CH2:8][C@H:9]([O:12][S:25]([C:22]1[CH:23]=[CH:24][C:19]([Br:18])=[CH:20][CH:21]=1)(=[O:27])=[O:26])[CH2:10][CH3:11], predict the reactants needed to synthesize it. The reactants are: [CH3:1][O:2][C:3]1[CH:4]=[C:5]([CH:13]=[CH:14][C:15]=1[O:16][CH3:17])[CH2:6][O:7][CH2:8][C@H:9]([OH:12])[CH2:10][CH3:11].[Br:18][C:19]1[CH:24]=[CH:23][C:22]([S:25](Cl)(=[O:27])=[O:26])=[CH:21][CH:20]=1. (2) The reactants are: [CH2:1]([NH:8][C:9]([C:11]1[S:12][C:13](Br)=[CH:14][C:15]=1[CH3:16])=[O:10])[C:2]1[CH:7]=[CH:6][CH:5]=[CH:4][CH:3]=1.[CH2:18]([O:25][C:26]1[CH:31]=[CH:30][NH:29][C:28](=[O:32])[CH:27]=1)[C:19]1[CH:24]=[CH:23][CH:22]=[CH:21][CH:20]=1. Given the product [CH2:1]([NH:8][C:9]([C:11]1[S:12][C:13]([N:29]2[CH:30]=[CH:31][C:26]([O:25][CH2:18][C:19]3[CH:20]=[CH:21][CH:22]=[CH:23][CH:24]=3)=[CH:27][C:28]2=[O:32])=[CH:14][C:15]=1[CH3:16])=[O:10])[C:2]1[CH:7]=[CH:6][CH:5]=[CH:4][CH:3]=1, predict the reactants needed to synthesize it. (3) Given the product [N:11]1([C:2]2[N:7]=[CH:6][C:5]([C:8](=[O:10])[CH3:9])=[CH:4][CH:3]=2)[CH2:16][CH2:15][NH:14][CH2:13][CH2:12]1, predict the reactants needed to synthesize it. The reactants are: Cl[C:2]1[N:7]=[CH:6][C:5]([C:8](=[O:10])[CH3:9])=[CH:4][CH:3]=1.[NH:11]1[CH2:16][CH2:15][NH:14][CH2:13][CH2:12]1. (4) The reactants are: [F:1][C:2]1[CH:7]=[CH:6][CH:5]=[C:4]([F:8])[C:3]=1[C:9]1[N:10](S(C2C=CC=CC=2)(=O)=O)[C:11]2[C:16]([CH:17]=1)=[CH:15][C:14]([C:18]1[N:22]([CH2:23][CH3:24])[N:21]=[C:20]([C:25]3[CH:30]=[N:29][CH:28]=[CH:27][N:26]=3)[CH:19]=1)=[CH:13][CH:12]=2.C(=O)([O-])[O-].[Cs+].[Cs+].CO. Given the product [F:8][C:4]1[CH:5]=[CH:6][CH:7]=[C:2]([F:1])[C:3]=1[C:9]1[NH:10][C:11]2[C:16]([CH:17]=1)=[CH:15][C:14]([C:18]1[N:22]([CH2:23][CH3:24])[N:21]=[C:20]([C:25]3[CH:30]=[N:29][CH:28]=[CH:27][N:26]=3)[CH:19]=1)=[CH:13][CH:12]=2, predict the reactants needed to synthesize it. (5) Given the product [CH:1]1([C:4]2[N:8]([C:9]3[CH:14]=[CH:13][CH:12]=[C:11]([C:15]([F:17])([F:16])[F:18])[CH:10]=3)[N:7]=[C:6]([CH3:19])[C:5]=2[C:20]([N:33]2[CH2:34][CH2:35][C@@H:30]([N:25]3[CH2:26][CH2:27][CH2:28][CH2:29]3)[CH2:31][C@@H:32]2[CH2:36][OH:37])=[O:22])[CH2:3][CH2:2]1, predict the reactants needed to synthesize it. The reactants are: [CH:1]1([C:4]2[N:8]([C:9]3[CH:14]=[CH:13][CH:12]=[C:11]([C:15]([F:18])([F:17])[F:16])[CH:10]=3)[N:7]=[C:6]([CH3:19])[C:5]=2[C:20]([OH:22])=O)[CH2:3][CH2:2]1.Cl.Cl.[N:25]1([C@@H:30]2[CH2:35][CH2:34][NH:33][C@@H:32]([CH2:36][OH:37])[CH2:31]2)[CH2:29][CH2:28][CH2:27][CH2:26]1.